Dataset: hERG Central: cardiac toxicity at 1µM, 10µM, and general inhibition. Task: Predict hERG channel inhibition at various concentrations. (1) The compound is CN(CCC1CCOCC1)C(=O)C1CCC(=O)N(CCc2ccc(Cl)cc2)C1. Results: hERG_inhib (hERG inhibition (general)): blocker. (2) The molecule is O=C(CSc1ccc2nnc(-c3ccccc3)n2n1)NCc1ccc2c(c1)OCO2. Results: hERG_inhib (hERG inhibition (general)): blocker. (3) The compound is CCOc1cc(/C=N/n2cnnc2)ccc1OS(=O)(=O)c1ccc(C)cc1. Results: hERG_inhib (hERG inhibition (general)): blocker. (4) The molecule is COc1ccc(CNC(=O)CN(Cc2ccccc2)C(=O)CCC(=O)Nc2ccccn2)cc1. Results: hERG_inhib (hERG inhibition (general)): blocker. (5) The compound is Cc1sc2nc(C3CC3)nc(N3CCN(C(=O)c4ccc(F)cc4)CC3)c2c1C.Cl. Results: hERG_inhib (hERG inhibition (general)): blocker.